From a dataset of Reaction yield outcomes from USPTO patents with 853,638 reactions. Predict the reaction yield, written as a fraction of the theoretical maximum amount of product (1.0 means a 100% yield; for example, 0.34 means a 34% yield). (1) The reactants are [C:1]1([CH:7]([C:10]2[CH:15]=[CH:14][CH:13]=[CH:12][CH:11]=2)[CH2:8][NH2:9])[CH:6]=[CH:5][CH:4]=[CH:3][CH:2]=1.[OH:16][C@@H:17]([CH3:31])[CH2:18][CH2:19]OS(C1C=CC(C)=CC=1)(=O)=O.C([O-])([O-])=O.[K+].[K+].[Na+].[I-]. The catalyst is C(#N)C. The product is [C:10]1([CH:7]([C:1]2[CH:2]=[CH:3][CH:4]=[CH:5][CH:6]=2)[CH2:8][NH:9][CH2:19][CH2:18][C@@H:17]([OH:16])[CH3:31])[CH:11]=[CH:12][CH:13]=[CH:14][CH:15]=1. The yield is 1.00. (2) The product is [Br:12][C:9]1[CH:8]=[CH:7][C:6]([OH:11])=[C:5]([O:4][CH:1]([CH3:3])[CH3:2])[CH:10]=1. The catalyst is ClCCl. The yield is 0.940. The reactants are [CH:1]([O:4][C:5]1[CH:10]=[CH:9][CH:8]=[CH:7][C:6]=1[OH:11])([CH3:3])[CH3:2].[Br:12]Br.C(=O)([O-])O.[Na+]. (3) The reactants are [F:1][C:2]1[CH:7]=[CH:6][C:5]([NH2:8])=[C:4]([N+:9]([O-:11])=[O:10])[CH:3]=1.[N+]([C:15]1[CH:20]=CC(O)=C[CH:16]=1)([O-])=O.S(=O)(=O)(O)O. The catalyst is OCC(CO)O. The product is [F:1][C:2]1[CH:7]=[C:6]2[C:5](=[C:4]([N+:9]([O-:11])=[O:10])[CH:3]=1)[N:8]=[CH:20][CH:15]=[CH:16]2. The yield is 0.110. (4) The reactants are [CH:1]1([N:6]2[C:14]3[CH:13]=[C:12]([C:15]4[CH:20]=[CH:19][C:18]([CH2:21]O)=[CH:17][CH:16]=4)[CH:11]=[C:10]([C:23]([NH:25][CH2:26][C:27]4[C:28](=[O:35])[NH:29][C:30]([CH3:34])=[CH:31][C:32]=4[CH3:33])=[O:24])[C:9]=3[CH:8]=[N:7]2)[CH2:5][CH2:4][CH2:3][CH2:2]1.C1(P(C2C=CC=CC=2)C2C=CC=CC=2)C=CC=CC=1.C(Br)(Br)(Br)[Br:56].O. The catalyst is C(Cl)Cl. The product is [Br:56][CH2:21][C:18]1[CH:17]=[CH:16][C:15]([C:12]2[CH:11]=[C:10]([C:23]([NH:25][CH2:26][C:27]3[C:28](=[O:35])[NH:29][C:30]([CH3:34])=[CH:31][C:32]=3[CH3:33])=[O:24])[C:9]3[CH:8]=[N:7][N:6]([CH:1]4[CH2:2][CH2:3][CH2:4][CH2:5]4)[C:14]=3[CH:13]=2)=[CH:20][CH:19]=1. The yield is 0.588. (5) The reactants are [CH:1]1([C:4]2[C:5]([NH:24][S:25]([CH3:28])(=[O:27])=[O:26])=[CH:6][C:7]3[O:11][C:10]([C:12]4[CH:17]=[CH:16][C:15]([F:18])=[CH:14][CH:13]=4)=[C:9]([C:19]([NH:21][CH3:22])=[O:20])[C:8]=3[CH:23]=2)[CH2:3][CH2:2]1.[CH2:29]([O:36][C:37]1[CH:42]=[CH:41][C:40](B(O)O)=[CH:39][CH:38]=1)[C:30]1[CH:35]=[CH:34][CH:33]=[CH:32][CH:31]=1.C(N(CC)CC)C. The catalyst is C(Cl)Cl.C([O-])(=O)C.[Cu+2].C([O-])(=O)C. The product is [CH2:29]([O:36][C:37]1[CH:42]=[CH:41][C:40]([N:24]([C:5]2[C:4]([CH:1]3[CH2:3][CH2:2]3)=[CH:23][C:8]3[C:9]([C:19]([NH:21][CH3:22])=[O:20])=[C:10]([C:12]4[CH:17]=[CH:16][C:15]([F:18])=[CH:14][CH:13]=4)[O:11][C:7]=3[CH:6]=2)[S:25]([CH3:28])(=[O:27])=[O:26])=[CH:39][CH:38]=1)[C:30]1[CH:35]=[CH:34][CH:33]=[CH:32][CH:31]=1. The yield is 0.560. (6) The reactants are [CH:1]1([C:4]2[NH:8][C:7]3[C:9]([C:14]([OH:16])=O)=[CH:10][CH:11]=[C:12]([OH:13])[C:6]=3[N:5]=2)[CH2:3][CH2:2]1.[NH2:17][C@H:18]1[CH2:23][CH2:22][CH2:21][N:20](C(OC(C)(C)C)=O)[CH2:19]1. No catalyst specified. The product is [CH:1]1([C:4]2[NH:8][C:7]3[C:9]([C:14]([NH:17][C@H:18]4[CH2:23][CH2:22][CH2:21][NH:20][CH2:19]4)=[O:16])=[CH:10][CH:11]=[C:12]([OH:13])[C:6]=3[N:5]=2)[CH2:2][CH2:3]1. The yield is 0.370. (7) The reactants are C([N:8]([C@@H](C1C=CC=CC=1)C)[C@@H:9]1[CH2:13][CH2:12][CH2:11][C@:10]1([CH3:18])[C:14]([O:16][CH3:17])=[O:15])C1C=CC=CC=1. The catalyst is [Pd].C(O)=O.CO. The product is [NH2:8][C@@H:9]1[CH2:13][CH2:12][CH2:11][C@:10]1([CH3:18])[C:14]([O:16][CH3:17])=[O:15]. The yield is 0.930. (8) The product is [CH2:25]([O:27][C:28](=[CH:20][C:19]1[CH:18]=[N:17][C:16]([O:15][CH2:14][CH2:13][C:3]2[N:4]=[C:5]([C:7]3[CH:12]=[CH:11][CH:10]=[CH:9][CH:8]=3)[O:6][C:2]=2[CH3:1])=[CH:23][CH:22]=1)[C:29]([O:31][CH2:32][CH3:33])=[O:30])[CH3:26]. The catalyst is C(Cl)(Cl)Cl. The yield is 0.960. The reactants are [CH3:1][C:2]1[O:6][C:5]([C:7]2[CH:12]=[CH:11][CH:10]=[CH:9][CH:8]=2)=[N:4][C:3]=1[CH2:13][CH2:14][O:15][C:16]1[CH:23]=[CH:22][C:19]([CH:20]=O)=[CH:18][N:17]=1.[Cl-].[CH2:25]([O:27][CH:28]([P+](C1C=CC=CC=1)(C1C=CC=CC=1)C1C=CC=CC=1)[C:29]([O:31][CH2:32][CH3:33])=[O:30])[CH3:26]. (9) The reactants are C([O:8][C:9]1[CH:14]=[CH:13][CH:12]=[CH:11][C:10]=1[NH:15][C:16](=[O:50])[NH:17][C:18]1[CH:23]=[CH:22][C:21]([CH2:24][C:25]([NH:27][N:28]2[CH2:32][CH2:31][CH2:30][CH:29]2[CH2:33][O:34][C:35]2[CH:44]=[CH:43][C:38]([C:39]([O:41][CH3:42])=[O:40])=[CH:37][C:36]=2[N+:45]([O-])=O)=[O:26])=[CH:20][C:19]=1[O:48][CH3:49])C1C=CC=CC=1. The catalyst is CO.C1COCC1.[Pd]. The product is [NH2:45][C:36]1[CH:37]=[C:38]([CH:43]=[CH:44][C:35]=1[O:34][CH2:33][CH:29]1[CH2:30][CH2:31][CH2:32][N:28]1[NH:27][C:25](=[O:26])[CH2:24][C:21]1[CH:22]=[CH:23][C:18]([NH:17][C:16]([NH:15][C:10]2[CH:11]=[CH:12][CH:13]=[CH:14][C:9]=2[OH:8])=[O:50])=[C:19]([O:48][CH3:49])[CH:20]=1)[C:39]([O:41][CH3:42])=[O:40]. The yield is 0.900.